This data is from Forward reaction prediction with 1.9M reactions from USPTO patents (1976-2016). The task is: Predict the product of the given reaction. (1) The product is: [NH2:23][C:8]1[N:7]=[C:6]([NH:5][CH2:1][CH2:2][CH2:3][CH3:4])[N:14]=[C:13]2[C:9]=1[NH:10][C:11](=[O:21])[N:12]2[CH2:15][CH:16]1[CH2:20][CH2:19][O:18][CH2:17]1. Given the reactants [CH2:1]([NH:5][C:6]1[N:14]=[C:13]2[C:9]([N:10]=[C:11]([O:21]C)[N:12]2[CH2:15][CH:16]2[CH2:20][CH2:19][O:18][CH2:17]2)=[C:8]([NH2:23])[N:7]=1)[CH2:2][CH2:3][CH3:4].Cl.O.[OH-].[Na+], predict the reaction product. (2) Given the reactants Cl.[CH3:2][C:3]1[CH:8]=[C:7]([C:9]([N:11]2[C:17]3[CH:18]=[CH:19][CH:20]=[CH:21][C:16]=3[CH2:15][N:14]3[C:22]([C:25]([N:27]4[CH2:32][CH2:31][NH:30][CH2:29][CH2:28]4)=[O:26])=[CH:23][CH:24]=[C:13]3[CH2:12]2)=[O:10])[CH:6]=[CH:5][C:4]=1[C:33]1[CH:38]=[CH:37][CH:36]=[CH:35][C:34]=1[C:39]([F:42])([F:41])[F:40].C(N(CC)C(C)C)(C)C.[CH2:52]1[O:54][C@H:53]1[CH2:55][OH:56], predict the reaction product. The product is: [CH3:2][C:3]1[CH:8]=[C:7]([C:9]([N:11]2[C:17]3[CH:18]=[CH:19][CH:20]=[CH:21][C:16]=3[CH2:15][N:14]3[C:22]([C:25]([N:27]4[CH2:28][CH2:29][N:30]([CH2:52][C@@H:53]([OH:54])[CH2:55][OH:56])[CH2:31][CH2:32]4)=[O:26])=[CH:23][CH:24]=[C:13]3[CH2:12]2)=[O:10])[CH:6]=[CH:5][C:4]=1[C:33]1[CH:38]=[CH:37][CH:36]=[CH:35][C:34]=1[C:39]([F:40])([F:42])[F:41]. (3) Given the reactants [F:1][C:2]1[CH:36]=[CH:35][C:5]([CH2:6][C:7]2[S:11][C:10]([NH:12][C:13]([C:15]3[CH:20]=[CH:19][C:18]([CH:21]4[CH2:26][CH2:25][CH:24]([CH2:27][C:28]([O:30]C(C)(C)C)=[O:29])[CH2:23][CH2:22]4)=[CH:17][CH:16]=3)=[O:14])=[N:9][N:8]=2)=[CH:4][CH:3]=1.FC(F)(F)C(O)=O, predict the reaction product. The product is: [F:1][C:2]1[CH:36]=[CH:35][C:5]([CH2:6][C:7]2[S:11][C:10]([NH:12][C:13]([C:15]3[CH:20]=[CH:19][C:18]([CH:21]4[CH2:22][CH2:23][CH:24]([CH2:27][C:28]([OH:30])=[O:29])[CH2:25][CH2:26]4)=[CH:17][CH:16]=3)=[O:14])=[N:9][N:8]=2)=[CH:4][CH:3]=1. (4) Given the reactants [NH2:1][C:2]1[CH:30]=[CH:29][C:5]2[NH:6][C:7]([C:12]3[C:13](=[O:28])[N:14]([CH2:23][CH2:24][CH:25]([CH3:27])[CH3:26])[C:15]4[C:20]([C:21]=3[OH:22])=[CH:19][CH:18]=[CH:17][N:16]=4)=[N:8][S:9](=[O:11])(=[O:10])[C:4]=2[CH:3]=1.[Cl:31][CH2:32][S:33](Cl)(=[O:35])=[O:34], predict the reaction product. The product is: [Cl:31][CH2:32][S:33]([NH:1][C:2]1[CH:30]=[CH:29][C:5]2[NH:6][C:7]([C:12]3[C:13](=[O:28])[N:14]([CH2:23][CH2:24][CH:25]([CH3:27])[CH3:26])[C:15]4[C:20]([C:21]=3[OH:22])=[CH:19][CH:18]=[CH:17][N:16]=4)=[N:8][S:9](=[O:11])(=[O:10])[C:4]=2[CH:3]=1)(=[O:35])=[O:34].